Dataset: Reaction yield outcomes from USPTO patents with 853,638 reactions. Task: Predict the reaction yield, written as a fraction of the theoretical maximum amount of product (1.0 means a 100% yield; for example, 0.34 means a 34% yield). (1) The reactants are Br[C:2]1[CH:7]=[CH:6][C:5]([N:8]2[C:16]3[C:15]([OH:17])=[C:14]([C:18]4[CH:25]=[CH:24][C:21]([C:22]#[N:23])=[CH:20][CH:19]=4)[C:13](=[O:26])[NH:12][C:11]=3[CH:10]=[CH:9]2)=[CH:4][CH:3]=1.[OH:27][C:28]1[CH:33]=[CH:32][CH:31]=[CH:30][C:29]=1B(O)O.C([O-])([O-])=O.[Cs+].[Cs+]. The catalyst is O1CCOCC1.O.C1C=CC([P]([Pd]([P](C2C=CC=CC=2)(C2C=CC=CC=2)C2C=CC=CC=2)([P](C2C=CC=CC=2)(C2C=CC=CC=2)C2C=CC=CC=2)[P](C2C=CC=CC=2)(C2C=CC=CC=2)C2C=CC=CC=2)(C2C=CC=CC=2)C2C=CC=CC=2)=CC=1. The product is [OH:17][C:15]1[C:16]2[N:8]([C:5]3[CH:6]=[CH:7][C:2]([C:29]4[CH:30]=[CH:31][CH:32]=[CH:33][C:28]=4[OH:27])=[CH:3][CH:4]=3)[CH:9]=[CH:10][C:11]=2[NH:12][C:13](=[O:26])[C:14]=1[C:18]1[CH:25]=[CH:24][C:21]([C:22]#[N:23])=[CH:20][CH:19]=1. The yield is 0.0436. (2) The reactants are C([O:4][C:5]1[C:14]2[C:9](=[CH:10][C:11](OC)=[CH:12][CH:13]=2)[CH:8]=[C:7]([CH3:17])[C:6]=1[C:18]1[CH:23]=[CH:22][CH:21]=[CH:20][CH:19]=1)(=O)C.C(O)(=O)C.Br.[C:29]1([CH3:39])[CH:34]=[CH:33][C:32]([S:35]([OH:38])(=[O:37])=[O:36])=[CH:31][CH:30]=1. The catalyst is C(Cl)(Cl)Cl.C(Cl)Cl.N1C=CC=CC=1. The product is [CH3:39][C:29]1[CH:30]=[CH:31][C:32]([S:35]([O:38][C:11]2[CH:12]=[CH:13][C:14]3[C:9](=[CH:8][C:7]([CH3:17])=[C:6]([C:18]4[CH:23]=[CH:22][CH:21]=[CH:20][CH:19]=4)[C:5]=3[OH:4])[CH:10]=2)(=[O:36])=[O:37])=[CH:33][CH:34]=1. The yield is 0.890. (3) The reactants are CCN(C(C)C)C(C)C.Cl.Cl.[CH3:12][C@H:13]1[C:21]2[C:20]([N:22]3[CH2:27][CH2:26][NH:25][CH2:24][CH2:23]3)=[N:19][CH:18]=[N:17][C:16]=2[CH2:15][CH2:14]1.[C:28]([O:32][C:33]([NH:35][CH2:36][CH2:37][C:38]([C:43]1[CH:48]=[CH:47][C:46]([Cl:49])=[CH:45][CH:44]=1)([CH3:42])[C:39](O)=[O:40])=[O:34])([CH3:31])([CH3:30])[CH3:29].F[P-](F)(F)(F)(F)F.N1(OC(N(C)C)=[N+](C)C)C2C=CC=CC=2N=N1. The catalyst is C(Cl)Cl.CCOC(C)=O. The product is [Cl:49][C:46]1[CH:47]=[CH:48][C:43]([C:38]([CH3:42])([C:39]([N:25]2[CH2:26][CH2:27][N:22]([C:20]3[C:21]4[C@H:13]([CH3:12])[CH2:14][CH2:15][C:16]=4[N:17]=[CH:18][N:19]=3)[CH2:23][CH2:24]2)=[O:40])[CH2:37][CH2:36][NH:35][C:33](=[O:34])[O:32][C:28]([CH3:30])([CH3:31])[CH3:29])=[CH:44][CH:45]=1. The yield is 0.740. (4) The reactants are C(OC([N:8]1[CH2:13][CH2:12][N:11]([C:14]2[N:19]=[C:18]3[NH:20][C:21]([C:23](=[O:42])[C:24]4[CH:29]=[CH:28][C:27]([C:30]#[N:31])=[C:26]([C:32]5[C:41]6[C:36](=[CH:37][CH:38]=[CH:39][CH:40]=6)[CH:35]=[N:34][CH:33]=5)[CH:25]=4)=[N:22][C:17]3=[CH:16][CH:15]=2)[CH2:10][CH2:9]1)=O)(C)(C)C. The catalyst is Cl.C(OCC)C. The product is [CH:35]1[C:36]2[C:41](=[CH:40][CH:39]=[CH:38][CH:37]=2)[C:32]([C:26]2[CH:25]=[C:24]([C:23]([C:21]3[NH:20][C:18]4=[N:19][C:14]([N:11]5[CH2:10][CH2:9][NH:8][CH2:13][CH2:12]5)=[CH:15][CH:16]=[C:17]4[N:22]=3)=[O:42])[CH:29]=[CH:28][C:27]=2[C:30]#[N:31])=[CH:33][N:34]=1. The yield is 0.250. (5) The reactants are [CH2:1]([C:3]1[C:4](=[O:30])[N:5]=[C:6]([S:9][CH2:10][C:11]2[CH:12]=[CH:13][C:14]([O:19][C:20]3[CH:25]=[CH:24][CH:23]=[C:22]([C:26]([F:29])([F:28])[F:27])[CH:21]=3)=[C:15]([CH:18]=2)[C:16]#[N:17])[NH:7][CH:8]=1)[CH3:2].[CH3:31]CN(C(C)C)C(C)C.CI. The catalyst is C(Cl)Cl. The product is [CH2:1]([C:3]1[C:4](=[O:30])[N:5]=[C:6]([S:9][CH2:10][C:11]2[CH:12]=[CH:13][C:14]([O:19][C:20]3[CH:25]=[CH:24][CH:23]=[C:22]([C:26]([F:29])([F:27])[F:28])[CH:21]=3)=[C:15]([CH:18]=2)[C:16]#[N:17])[N:7]([CH3:31])[CH:8]=1)[CH3:2]. The yield is 0.387. (6) The reactants are Br[C:2]1[CH:7]=[CH:6][CH:5]=[C:4]([CH2:8][F:9])[N:3]=1.[CH2:10]([C:14]1[C:23]([CH3:24])=[N:22][C:21]2[C:16](=[CH:17][CH:18]=[CH:19][CH:20]=2)[N:15]=1)[CH2:11][C:12]#[CH:13]. No catalyst specified. The product is [F:9][CH2:8][C:4]1[N:3]=[C:2]([C:13]#[C:12][CH2:11][CH2:10][C:14]2[C:23]([CH3:24])=[N:22][C:21]3[C:16](=[CH:17][CH:18]=[CH:19][CH:20]=3)[N:15]=2)[CH:7]=[CH:6][CH:5]=1. The yield is 0.130.